From a dataset of Full USPTO retrosynthesis dataset with 1.9M reactions from patents (1976-2016). Predict the reactants needed to synthesize the given product. (1) The reactants are: [CH2:1]([N:5]1[CH2:22][CH:21]([CH2:23][F:24])[O:20][C:7]2([CH2:12][CH2:11][N:10](C(OC(C)(C)C)=O)[CH2:9][CH2:8]2)[CH2:6]1)[C:2]#[C:3][CH3:4].[ClH:25].O1CCOCC1. Given the product [ClH:25].[CH2:1]([N:5]1[CH2:22][CH:21]([CH2:23][F:24])[O:20][C:7]2([CH2:12][CH2:11][NH:10][CH2:9][CH2:8]2)[CH2:6]1)[C:2]#[C:3][CH3:4], predict the reactants needed to synthesize it. (2) Given the product [CH3:21][CH:9]1[CH2:10][CH2:11][CH2:12][C:8]1([C:6](=[O:7])[NH:5][CH2:4][CH2:3][CH:2]([CH3:17])[CH3:1])[C:13]([OH:15])=[O:14], predict the reactants needed to synthesize it. The reactants are: [CH3:1][CH:2]([CH3:17])[CH2:3][CH2:4][NH:5][C:6]([C:8]1([C:13]([O:15]C)=[O:14])[CH2:12][CH2:11][CH2:10][CH2:9]1)=[O:7].O.[OH-].[Li+].[CH2:21]1COCC1. (3) Given the product [Cl:20][C:19]1[C:14]([C:11]2([OH:23])[CH2:12][CH2:13][NH:8][CH2:9][CH2:10]2)=[N:15][C:16]([CH2:21][CH3:22])=[CH:17][CH:18]=1, predict the reactants needed to synthesize it. The reactants are: C(OC([N:8]1[CH2:13][CH2:12][C:11]([OH:23])([C:14]2[C:19]([Cl:20])=[CH:18][CH:17]=[C:16]([CH2:21][CH3:22])[N:15]=2)[CH2:10][CH2:9]1)=O)(C)(C)C. (4) Given the product [F:1][C:2]1[CH:22]=[CH:21][C:20]([CH2:23][N:24]2[C:33]3[C:28](=[CH:29][CH:30]=[CH:31][CH:32]=3)[C:27](=[O:34])[CH:26]=[CH:25]2)=[CH:19][C:3]=1[C:4]([N:6]1[CH2:7][CH2:8][NH:9][CH2:10][CH2:11]1)=[O:5], predict the reactants needed to synthesize it. The reactants are: [F:1][C:2]1[CH:22]=[CH:21][C:20]([CH2:23][N:24]2[C:33]3[C:28](=[CH:29][CH:30]=[CH:31][CH:32]=3)[C:27](=[O:34])[CH:26]=[CH:25]2)=[CH:19][C:3]=1[C:4]([N:6]1[CH2:11][CH2:10][N:9](C(OC(C)(C)C)=O)[CH2:8][CH2:7]1)=[O:5].C(O)(C(F)(F)F)=O.